Dataset: CYP2D6 inhibition data for predicting drug metabolism from PubChem BioAssay. Task: Regression/Classification. Given a drug SMILES string, predict its absorption, distribution, metabolism, or excretion properties. Task type varies by dataset: regression for continuous measurements (e.g., permeability, clearance, half-life) or binary classification for categorical outcomes (e.g., BBB penetration, CYP inhibition). Dataset: cyp2d6_veith. (1) The compound is C/C(CC(=O)Nc1cc(Cl)ccc1Cl)=N\NC(N)=S. The result is 0 (non-inhibitor). (2) The compound is CN(C)CCCNc1c(C(=O)O)cnc2c1cnn2C. The result is 0 (non-inhibitor).